Dataset: Peptide-MHC class I binding affinity with 185,985 pairs from IEDB/IMGT. Task: Regression. Given a peptide amino acid sequence and an MHC pseudo amino acid sequence, predict their binding affinity value. This is MHC class I binding data. (1) The peptide sequence is MLKLRVDVF. The MHC is HLA-B07:02 with pseudo-sequence HLA-B07:02. The binding affinity (normalized) is 0.0847. (2) The peptide sequence is RVRPKKEVL. The MHC is HLA-B57:01 with pseudo-sequence HLA-B57:01. The binding affinity (normalized) is 0.0847. (3) The peptide sequence is KPKALSEAF. The MHC is HLA-B46:01 with pseudo-sequence HLA-B46:01. The binding affinity (normalized) is 0.0847. (4) The peptide sequence is IPSSWAFGK. The MHC is HLA-A02:01 with pseudo-sequence HLA-A02:01. The binding affinity (normalized) is 0.